Dataset: Peptide-MHC class I binding affinity with 185,985 pairs from IEDB/IMGT. Task: Regression. Given a peptide amino acid sequence and an MHC pseudo amino acid sequence, predict their binding affinity value. This is MHC class I binding data. (1) The peptide sequence is KMKELSPRW. The MHC is HLA-A31:01 with pseudo-sequence HLA-A31:01. The binding affinity (normalized) is 0.0847. (2) The MHC is H-2-Db with pseudo-sequence H-2-Db. The peptide sequence is DALKNFGMI. The binding affinity (normalized) is 0.342.